Predict the reactants needed to synthesize the given product. From a dataset of Full USPTO retrosynthesis dataset with 1.9M reactions from patents (1976-2016). (1) Given the product [Br:1][C:2]1[CH:3]=[N:4][C:5]([N:13]2[CH2:14][CH2:15][N:10]([CH3:9])[CH2:11][CH2:12]2)=[N:6][CH:7]=1, predict the reactants needed to synthesize it. The reactants are: [Br:1][C:2]1[CH:3]=[N:4][C:5](Cl)=[N:6][CH:7]=1.[CH3:9][N:10]1[CH2:15][CH2:14][NH:13][CH2:12][CH2:11]1. (2) Given the product [Si:26]([O:27][CH2:28][CH2:29][CH2:30][CH2:31][CH2:32][O:1][C:2]1[CH:3]=[C:4]([CH:19]=[CH:20][CH:21]=1)[O:5][CH2:6][CH2:7][N:8]1[C:9](=[O:18])[C:10]2[C:15](=[CH:14][CH:13]=[CH:12][CH:11]=2)[C:16]1=[O:17])([C:22]([CH3:23])([CH3:24])[CH3:25])([CH3:34])[CH3:35], predict the reactants needed to synthesize it. The reactants are: [OH:1][C:2]1[CH:3]=[C:4]([CH:19]=[CH:20][CH:21]=1)[O:5][CH2:6][CH2:7][N:8]1[C:16](=[O:17])[C:15]2[C:10](=[CH:11][CH:12]=[CH:13][CH:14]=2)[C:9]1=[O:18].[C:22]([Si:26]([CH3:35])([CH3:34])[O:27][CH2:28][CH2:29][CH2:30][CH2:31][CH2:32]O)([CH3:25])([CH3:24])[CH3:23]. (3) Given the product [NH:18]1[C:26]2[C:21](=[CH:22][CH:23]=[CH:24][CH:25]=2)[C:20]([CH:27]=[C:3]2[C:2](=[O:1])[N:6]([C:7]3[CH:8]=[CH:9][C:10]([S:13]([O-:16])(=[O:15])=[O:14])=[CH:11][CH:12]=3)[N:5]=[C:4]2[CH3:17])=[CH:19]1.[CH2:29]([NH+:31]([CH2:34][CH3:35])[CH2:32][CH3:33])[CH3:30], predict the reactants needed to synthesize it. The reactants are: [OH:1][C:2]1[N:6]([C:7]2[CH:12]=[CH:11][C:10]([S:13]([OH:16])(=[O:15])=[O:14])=[CH:9][CH:8]=2)[N:5]=[C:4]([CH3:17])[CH:3]=1.[NH:18]1[C:26]2[C:21](=[CH:22][CH:23]=[CH:24][CH:25]=2)[C:20]([CH:27]=O)=[CH:19]1.[CH2:29]([N:31]([CH2:34][CH3:35])[CH2:32][CH3:33])[CH3:30].CC(C)=O. (4) The reactants are: [Cl:1][C:2]1[C:9]([CH3:10])=[C:8]([NH:11][C@@H:12]([C:16]2[O:17][C:18]([C:21]3[CH:26]=[CH:25][C:24]([OH:27])=[C:23]([Cl:28])[CH:22]=3)=[N:19][N:20]=2)[C@@H:13]([OH:15])[CH3:14])[CH:7]=[CH:6][C:3]=1[C:4]#[N:5].[CH3:29][CH2:30][CH2:31][C:32](Cl)=[O:33]. Given the product [C:32]([O:27][C:24]1[CH:25]=[CH:26][C:21]([C:18]2[O:17][C:16]([C@H:12]([NH:11][C:8]3[CH:7]=[CH:6][C:3]([C:4]#[N:5])=[C:2]([Cl:1])[C:9]=3[CH3:10])[C@@H:13]([O:15][C:16](=[O:17])[CH2:12][CH2:13][CH3:14])[CH3:14])=[N:20][N:19]=2)=[CH:22][C:23]=1[Cl:28])(=[O:33])[CH2:31][CH2:30][CH3:29], predict the reactants needed to synthesize it. (5) Given the product [Br:1][C:2]1[CH:3]=[CH:4][C:5]2[C:6](=[C:16]3[CH2:22][CH:21]4[N:23]([C:35](=[O:36])[C:34]([F:45])([F:44])[F:33])[CH:18]([CH2:19][CH2:20]4)[CH2:17]3)[C:7]3[C:12]([O:13][C:14]=2[CH:15]=1)=[CH:11][CH:10]=[CH:9][CH:8]=3, predict the reactants needed to synthesize it. The reactants are: [Br:1][C:2]1[CH:3]=[CH:4][C:5]2[C:6](=[C:16]3[CH2:22][CH:21]4[NH:23][CH:18]([CH2:19][CH2:20]4)[CH2:17]3)[C:7]3[C:12]([O:13][C:14]=2[CH:15]=1)=[CH:11][CH:10]=[CH:9][CH:8]=3.C(N(C(C)C)CC)(C)C.[F:33][C:34]([F:45])([F:44])[C:35](O[C:35](=[O:36])[C:34]([F:45])([F:44])[F:33])=[O:36]. (6) Given the product [CH2:1]([O:3][C:4](=[O:16])[CH:5]([O:6][C:17](=[O:19])[CH3:18])[C:7]1[CH:12]=[CH:11][C:10]([S:13][CH3:14])=[C:9]([Cl:15])[CH:8]=1)[CH3:2], predict the reactants needed to synthesize it. The reactants are: [CH2:1]([O:3][C:4](=[O:16])[CH:5]([C:7]1[CH:12]=[CH:11][C:10]([S:13][CH3:14])=[C:9]([Cl:15])[CH:8]=1)[OH:6])[CH3:2].[C:17](OC(=O)C)(=[O:19])[CH3:18].